From a dataset of Forward reaction prediction with 1.9M reactions from USPTO patents (1976-2016). Predict the product of the given reaction. Given the reactants C(OC([CH2:8][NH:9][CH2:10][CH2:11][CH2:12][C:13]1[CH:14]=[C:15]2[C:20](=[CH:21][CH:22]=1)[N:19]([N:23]([CH3:25])[CH3:24])[CH:18]=[C:17]([C:26]([O:28][CH2:29][CH3:30])=[O:27])[C:16]2=[O:31])=O)(C)(C)C.Cl, predict the reaction product. The product is: [CH3:8][NH:9][CH2:10][CH2:11][CH2:12][C:13]1[CH:14]=[C:15]2[C:20](=[CH:21][CH:22]=1)[N:19]([N:23]([CH3:25])[CH3:24])[CH:18]=[C:17]([C:26]([O:28][CH2:29][CH3:30])=[O:27])[C:16]2=[O:31].